This data is from Reaction yield outcomes from USPTO patents with 853,638 reactions. The task is: Predict the reaction yield, written as a fraction of the theoretical maximum amount of product (1.0 means a 100% yield; for example, 0.34 means a 34% yield). (1) The reactants are [CH3:1][N:2]1[CH2:7][CH2:6][N:5]([C:8]2[CH:14]=[CH:13][C:11]([NH2:12])=[C:10]([CH2:15][S:16]([C:19]3[C:28]4[C:23](=[CH:24][CH:25]=[CH:26][CH:27]=4)[CH:22]=[CH:21][CH:20]=3)(=[O:18])=[O:17])[CH:9]=2)[CH2:4][CH2:3]1.[N:29]([O-])=O.[Na+].C([O-])(O)=O.[Na+]. The catalyst is Cl. The product is [CH3:1][N:2]1[CH2:3][CH2:4][N:5]([C:8]2[CH:9]=[C:10]3[C:11](=[CH:13][CH:14]=2)[NH:12][N:29]=[C:15]3[S:16]([C:19]2[C:28]3[C:23](=[CH:24][CH:25]=[CH:26][CH:27]=3)[CH:22]=[CH:21][CH:20]=2)(=[O:18])=[O:17])[CH2:6][CH2:7]1. The yield is 0.910. (2) The reactants are Cl[C:2]1[CH:3]=[CH:4][N:5]2[C:10]([C:11]=1[CH3:12])=[C:9]([CH:13]1[CH2:15][CH2:14]1)[CH:8]=[C:7]([C:16]([O:18][CH3:19])=[O:17])[C:6]2=[O:20].[F:21][C:22]1[CH:28]=[C:27](B2OC(C)(C)C(C)(C)O2)[C:26]([F:38])=[CH:25][C:23]=1[NH2:24]. No catalyst specified. The product is [NH2:24][C:23]1[C:22]([F:21])=[CH:28][C:27]([C:2]2[CH:3]=[CH:4][N:5]3[C:10]([C:11]=2[CH3:12])=[C:9]([CH:13]2[CH2:15][CH2:14]2)[CH:8]=[C:7]([C:16]([O:18][CH3:19])=[O:17])[C:6]3=[O:20])=[C:26]([F:38])[CH:25]=1. The yield is 0.750. (3) The reactants are C([Sn](CCCC)(CCCC)[C:6]1[CH:11]=[C:10]([O:12][CH3:13])[CH:9]=[C:8]([O:14][CH3:15])[CH:7]=1)CCC.[I-:24].[Na+].CC1C=CC(S([N-]Cl)(=O)=O)=CC=1.O.O.O.[Na+]. The catalyst is C(O)C.C(O)(=O)C. The product is [I:24][C:6]1[CH:11]=[C:10]([O:12][CH3:13])[CH:9]=[C:8]([O:14][CH3:15])[CH:7]=1. The yield is 0.920.